This data is from Forward reaction prediction with 1.9M reactions from USPTO patents (1976-2016). The task is: Predict the product of the given reaction. (1) Given the reactants Br[C:2]1[N:3]=[C:4]([O:27][CH2:28][C:29]2[CH:30]=[N:31][CH:32]=[CH:33][CH:34]=2)[C:5]([N:8]([S:16]([C:19]2[CH:24]=[CH:23][CH:22]=[C:21]([Cl:25])[C:20]=2[Cl:26])(=[O:18])=[O:17])C(=O)OCC(C)C)=[N:6][CH:7]=1.C([Sn](CCCC)(CCCC)[C:40]1[CH:45]=[CH:44][N:43]=[CH:42][CH:41]=1)CCC.C(OCC)(=O)C.C(O)C, predict the reaction product. The product is: [Cl:26][C:20]1[C:21]([Cl:25])=[CH:22][CH:23]=[CH:24][C:19]=1[S:16]([NH:8][C:5]1[C:4]([O:27][CH2:28][C:29]2[CH:30]=[N:31][CH:32]=[CH:33][CH:34]=2)=[N:3][C:2]([C:40]2[CH:45]=[CH:44][N:43]=[CH:42][CH:41]=2)=[CH:7][N:6]=1)(=[O:18])=[O:17]. (2) Given the reactants [CH3:1][O:2][CH2:3][C:4]([C:6]1[CH:11]=[CH:10][CH:9]=[CH:8][CH:7]=1)=[O:5].[CH2:12]([Mg]Cl)[CH:13]=[CH2:14].[NH4+].[Cl-], predict the reaction product. The product is: [CH3:1][O:2][CH2:3][C:4]([C:6]1[CH:11]=[CH:10][CH:9]=[CH:8][CH:7]=1)([OH:5])[CH2:14][CH:13]=[CH2:12]. (3) Given the reactants [N+:1]([C:4]1[CH:12]=[C:11]2[C:7]([CH2:8][NH:9][C:10]2=[O:13])=[CH:6][CH:5]=1)([O-:3])=[O:2].[C:14](O[C:14]([O:16][C:17]([CH3:20])([CH3:19])[CH3:18])=[O:15])([O:16][C:17]([CH3:20])([CH3:19])[CH3:18])=[O:15], predict the reaction product. The product is: [N+:1]([C:4]1[CH:12]=[C:11]2[C:7]([CH2:8][N:9]([C:14]([O:16][C:17]([CH3:20])([CH3:19])[CH3:18])=[O:15])[C:10]2=[O:13])=[CH:6][CH:5]=1)([O-:3])=[O:2]. (4) Given the reactants [CH:1]1([NH:4][C:5](=[O:24])[CH:6]([OH:23])[CH:7]([NH:15]C(=O)OC(C)(C)C)[CH2:8][C:9]2[CH:14]=[CH:13][CH:12]=[CH:11][CH:10]=2)[CH2:3][CH2:2]1.[ClH:25].CO, predict the reaction product. The product is: [Cl-:25].[CH:1]1([NH:4][C:5](=[O:24])[CH:6]([OH:23])[CH:7]([NH3+:15])[CH2:8][C:9]2[CH:14]=[CH:13][CH:12]=[CH:11][CH:10]=2)[CH2:2][CH2:3]1. (5) The product is: [CH3:1][O:2][C:3]([C:5]1[CH:14]=[C:13]2[C:8]([CH:9]=[CH:10][C:11]([C:15]([F:17])([F:18])[F:16])=[N:12]2)=[C:7]([O:19][S:32]([C:31]([F:44])([F:43])[F:30])(=[O:34])=[O:33])[C:6]=1[N+:20]([O-:22])=[O:21])=[O:4]. Given the reactants [CH3:1][O:2][C:3]([C:5]1[CH:14]=[C:13]2[C:8]([CH:9]=[CH:10][C:11]([C:15]([F:18])([F:17])[F:16])=[N:12]2)=[C:7]([OH:19])[C:6]=1[N+:20]([O-:22])=[O:21])=[O:4].C(N(CC)CC)C.[F:30][C:31]([F:44])([F:43])[S:32](O[S:32]([C:31]([F:44])([F:43])[F:30])(=[O:34])=[O:33])(=[O:34])=[O:33], predict the reaction product. (6) Given the reactants [O:1]=[C:2]1[C:10]2[CH:9]=[CH:8][CH:7]=[C:6]([C:11]([OH:13])=O)[C:5]=2[CH2:4][CH2:3]1.Cl.[CH3:15][NH:16][CH3:17].O.ON1C2C=CC=CC=2N=N1.C(N(CC)CC)C.Cl.CN(C)CCCN=C=NCC, predict the reaction product. The product is: [CH3:15][N:16]([CH3:17])[C:11]([C:6]1[C:5]2[CH2:4][CH2:3][C:2](=[O:1])[C:10]=2[CH:9]=[CH:8][CH:7]=1)=[O:13].